Regression. Given two drug SMILES strings and cell line genomic features, predict the synergy score measuring deviation from expected non-interaction effect. From a dataset of NCI-60 drug combinations with 297,098 pairs across 59 cell lines. (1) Drug 1: CC12CCC3C(C1CCC2O)C(CC4=C3C=CC(=C4)O)CCCCCCCCCS(=O)CCCC(C(F)(F)F)(F)F. Drug 2: C(CCl)NC(=O)N(CCCl)N=O. Cell line: UACC-257. Synergy scores: CSS=2.60, Synergy_ZIP=-0.532, Synergy_Bliss=-0.240, Synergy_Loewe=-1.00, Synergy_HSA=-1.30. (2) Drug 1: CC(CN1CC(=O)NC(=O)C1)N2CC(=O)NC(=O)C2. Drug 2: CN(C)C1=NC(=NC(=N1)N(C)C)N(C)C. Cell line: EKVX. Synergy scores: CSS=13.2, Synergy_ZIP=0.414, Synergy_Bliss=0.923, Synergy_Loewe=-2.59, Synergy_HSA=-1.06. (3) Drug 1: C1CCN(CC1)CCOC2=CC=C(C=C2)C(=O)C3=C(SC4=C3C=CC(=C4)O)C5=CC=C(C=C5)O. Drug 2: CC(C)CN1C=NC2=C1C3=CC=CC=C3N=C2N. Cell line: CAKI-1. Synergy scores: CSS=-1.92, Synergy_ZIP=1.50, Synergy_Bliss=1.08, Synergy_Loewe=-39.8, Synergy_HSA=-2.60. (4) Drug 1: C1CCC(C(C1)[NH-])[NH-].C(=O)(C(=O)[O-])[O-].[Pt+4]. Drug 2: CNC(=O)C1=NC=CC(=C1)OC2=CC=C(C=C2)NC(=O)NC3=CC(=C(C=C3)Cl)C(F)(F)F. Cell line: SW-620. Synergy scores: CSS=69.5, Synergy_ZIP=-0.0876, Synergy_Bliss=-1.25, Synergy_Loewe=-6.60, Synergy_HSA=2.87.